Dataset: Full USPTO retrosynthesis dataset with 1.9M reactions from patents (1976-2016). Task: Predict the reactants needed to synthesize the given product. (1) Given the product [CH:42]1([NH:41][C:40]([NH:39][CH:33]2[CH2:34][CH2:35][CH2:36][CH2:37][CH2:38]2)=[O:15])[CH2:47][CH2:46][CH2:45][CH2:44][CH2:43]1, predict the reactants needed to synthesize it. The reactants are: CN1C(CCCC(O)=[O:15])=NC2C=C(N(CCCl)CCCl)C=CC1=2.O1CCN(C(O)C)CC1.[CH:33]1([N:39]=[C:40]=[N:41][CH:42]2[CH2:47][CH2:46][CH2:45][CH2:44][CH2:43]2)[CH2:38][CH2:37][CH2:36][CH2:35][CH2:34]1. (2) Given the product [C:13]([O:17][C:18]([N:20]1[CH2:25][CH2:24][N:23]([CH:4]([C:3]2[CH:6]=[CH:7][C:8]([O:11][CH3:12])=[C:9]([CH3:10])[C:2]=2[CH3:1])[CH3:29])[CH2:22][CH2:21]1)=[O:19])([CH3:16])([CH3:14])[CH3:15], predict the reactants needed to synthesize it. The reactants are: [CH3:1][C:2]1[C:9]([CH3:10])=[C:8]([O:11][CH3:12])[CH:7]=[CH:6][C:3]=1[CH:4]=O.[C:13]([O:17][C:18]([N:20]1[CH2:25][CH2:24][NH:23][CH2:22][CH2:21]1)=[O:19])([CH3:16])([CH3:15])[CH3:14].N1C2C=CC=C[C:29]=2N=N1.C[Mg]Br. (3) Given the product [CH3:7][CH2:6][O:8][C:9]([C@H:11]1[CH2:15][CH2:14][C@@H:13]([C:16]2[CH:21]=[C:20]([F:22])[C:19]([F:23])=[C:18]([F:24])[CH:17]=2)[N:12]1[C:30]([O:29][C:25]([CH3:28])([CH3:27])[CH3:26])=[O:31])=[O:10], predict the reactants needed to synthesize it. The reactants are: CN(C)C=O.[CH2:6]([O:8][C:9]([C@H:11]1[CH2:15][CH2:14][C@@H:13]([C:16]2[CH:21]=[C:20]([F:22])[C:19]([F:23])=[C:18]([F:24])[CH:17]=2)[NH:12]1)=[O:10])[CH3:7].[C:25]([O:29][C:30](O[C:30]([O:29][C:25]([CH3:28])([CH3:27])[CH3:26])=[O:31])=[O:31])([CH3:28])([CH3:27])[CH3:26].N1C=CN=C1.